Dataset: Reaction yield outcomes from USPTO patents with 853,638 reactions. Task: Predict the reaction yield, written as a fraction of the theoretical maximum amount of product (1.0 means a 100% yield; for example, 0.34 means a 34% yield). (1) The reactants are [NH2:1][C:2]1[CH:7]=[C:6]([NH2:8])[CH:5]=[CH:4][C:3]=1[N+:9]([O-:11])=[O:10].C[Si](C)(C)[N-][Si](C)(C)C.[K+].[C:22](O[C:22]([O:24][C:25]([CH3:28])([CH3:27])[CH3:26])=[O:23])([O:24][C:25]([CH3:28])([CH3:27])[CH3:26])=[O:23].[Na+].[Cl-]. The catalyst is C1COCC1.CCOC(C)=O. The product is [NH2:1][C:2]1[CH:7]=[C:6]([NH:8][C:22]([O:24][C:25]([CH3:28])([CH3:27])[CH3:26])=[O:23])[CH:5]=[CH:4][C:3]=1[N+:9]([O-:11])=[O:10]. The yield is 0.450. (2) The reactants are [C:1]1([C:13]2[CH:18]=[CH:17][CH:16]=[CH:15][CH:14]=2)[CH:6]=[CH:5][C:4](/[CH:7]=[CH:8]/[C:9]([O:11][CH3:12])=[O:10])=[CH:3][CH:2]=1.[H][H]. The catalyst is CO.[OH-].[OH-].[Pd+2]. The product is [C:1]1([C:13]2[CH:14]=[CH:15][CH:16]=[CH:17][CH:18]=2)[CH:6]=[CH:5][C:4]([CH2:7][CH2:8][C:9]([O:11][CH3:12])=[O:10])=[CH:3][CH:2]=1. The yield is 1.00. (3) The reactants are [CH:1]([O:4][C:5]1[CH:10]=[CH:9][C:8]([NH:11][C:12]([N:14]2[CH2:19][CH2:18][CH:17]([C:20]3[C:29]4[C:24](=[CH:25][CH:26]=[C:27](I)[CH:28]=4)[N:23]=[CH:22][N:21]=3)[CH2:16][CH2:15]2)=[O:13])=[CH:7][CH:6]=1)([CH3:3])[CH3:2].[CH2:31]([OH:34])[C:32]#[CH:33].C(NCC)C. The catalyst is [Cu]I.CCOC(C)=O. The product is [CH:1]([O:4][C:5]1[CH:10]=[CH:9][C:8]([NH:11][C:12]([N:14]2[CH2:19][CH2:18][CH:17]([C:20]3[C:29]4[C:24](=[CH:25][CH:26]=[C:27]([C:33]#[C:32][CH2:31][OH:34])[CH:28]=4)[N:23]=[CH:22][N:21]=3)[CH2:16][CH2:15]2)=[O:13])=[CH:7][CH:6]=1)([CH3:3])[CH3:2]. The yield is 0.910. (4) The yield is 0.839. The product is [NH2:17][C:18]1[CH:25]=[CH:24][CH:23]=[C:22]([O:1][CH2:2][C@H:3]2[CH2:8][CH2:7][CH2:6][N:5]([C:9](=[O:14])[CH2:10][CH:11]([CH3:12])[CH3:13])[CH2:4]2)[C:19]=1[C:20]#[N:21]. The reactants are [OH:1][CH2:2][C@H:3]1[CH2:8][CH2:7][CH2:6][N:5]([C:9](=[O:14])[CH2:10][CH:11]([CH3:13])[CH3:12])[CH2:4]1.[H-].[Na+].[NH2:17][C:18]1[CH:25]=[CH:24][CH:23]=[C:22](F)[C:19]=1[C:20]#[N:21]. The catalyst is C1COCC1. (5) The reactants are Br[C:2]1[CH:15]=[C:14]2[C:5]([C:6]3[CH:7]=[CH:8][C:9]([C:16]4[CH:17]=[CH:18][C:19]5[N:23]=[C:22]([C@@H:24]6[CH2:28][CH2:27][CH2:26][N:25]6[C:29](=[O:38])[CH:30]([NH:34][C:35](=[O:37])[O-:36])[CH:31]([CH3:33])[CH3:32])[NH:21][C:20]=5[CH:39]=4)=[CH:10][C:11]=3[CH2:12][CH2:13]2)=[CH:4][CH:3]=1.B1(B2OC(C)(C)C(C)(C)O2)OC(C)(C)[C:42](C)(C)O1.C([O-])(=O)C.[K+].Br[C:64]1[NH:68][C:67]([C@@H:69]2[CH2:73][CH2:72][CH2:71][N:70]2[C:74]([O:76][C:77]([CH3:80])([CH3:79])[CH3:78])=[O:75])=[N:66][CH:65]=1.P([O-])([O-])([O-])=O.[K+].[K+].[K+]. The catalyst is O1CCOCC1.C1C=CC(P(C2C=CC=CC=2)[C-]2C=CC=C2)=CC=1.C1C=CC(P(C2C=CC=CC=2)[C-]2C=CC=C2)=CC=1.Cl[Pd]Cl.[Fe+2].C(COC)OC. The product is [CH3:42][O:36][C:35]([NH:34][C@@H:30]([CH:31]([CH3:33])[CH3:32])[C:29]([N:25]1[CH2:26][CH2:27][CH2:28][C@H:24]1[C:22]1[NH:21][C:20]2[CH:39]=[C:16]([C:9]3[CH:10]=[C:11]4[C:6]([C:5]5[CH:14]=[CH:15][C:2]([C:64]6[NH:68][C:67]([C@@H:69]7[CH2:73][CH2:72][CH2:71][N:70]7[C:74]([O:76][C:77]([CH3:80])([CH3:79])[CH3:78])=[O:75])=[N:66][CH:65]=6)=[CH:3][C:4]=5[CH2:13][CH2:12]4)=[CH:7][CH:8]=3)[CH:17]=[CH:18][C:19]=2[N:23]=1)=[O:38])=[O:37]. The yield is 0.370. (6) The reactants are [CH3:1][C:2]1[N:7]=[C:6]([C:8]2[CH:13]=[CH:12][CH:11]=[C:10]([C:14]3[CH:15]=[C:16]([S:20](Cl)(=[O:22])=[O:21])[CH:17]=[CH:18][CH:19]=3)[N:9]=2)[CH:5]=[C:4]([C:24]2[CH:29]=[CH:28][C:27]([C:30]([F:33])([F:32])[F:31])=[CH:26][CH:25]=2)[CH:3]=1.Cl.[OH:35][CH:36]1[CH2:39][NH:38][CH2:37]1.C(N(CC)CC)C. The catalyst is C1COCC1.CCOC(C)=O. The product is [CH3:1][C:2]1[N:7]=[C:6]([C:8]2[CH:13]=[CH:12][CH:11]=[C:10]([C:14]3[CH:15]=[C:16]([S:20]([N:38]4[CH2:39][CH:36]([OH:35])[CH2:37]4)(=[O:22])=[O:21])[CH:17]=[CH:18][CH:19]=3)[N:9]=2)[CH:5]=[C:4]([C:24]2[CH:29]=[CH:28][C:27]([C:30]([F:33])([F:32])[F:31])=[CH:26][CH:25]=2)[CH:3]=1. The yield is 0.550. (7) The reactants are [Br:1][C:2]1[C:7]([N+:8]([O-])=O)=[CH:6][CH:5]=[CH:4][C:3]=1[F:11].[BH4-].[Na+].O. The catalyst is CO.Cl[Ni]Cl. The product is [Br:1][C:2]1[C:3]([F:11])=[CH:4][CH:5]=[CH:6][C:7]=1[NH2:8]. The yield is 0.700. (8) The reactants are [F:1][C:2]1[CH:3]=[C:4]([C:24]([NH:26][C@@H:27]2[CH2:32][CH2:31][C@H:30]([NH:33]C(=O)OC(C)(C)C)[CH2:29][CH2:28]2)=[O:25])[C:5]([NH:8][C:9]2[CH:14]=[CH:13][CH:12]=[C:11]([O:15][CH2:16][CH2:17][N:18]3[CH2:23][CH2:22][O:21][CH2:20][CH2:19]3)[CH:10]=2)=[N:6][CH:7]=1.C(N1C=CN=C1)(N1C=CN=C1)=O.[H-].[Na+]. The catalyst is CN(C)C=O. The product is [NH2:33][C@@H:30]1[CH2:29][CH2:28][C@H:27]([NH:26][C:24](=[O:25])[C:4]2[CH:3]=[C:2]([F:1])[CH:7]=[N:6][C:5]=2[NH:8][C:9]2[CH:14]=[CH:13][CH:12]=[C:11]([O:15][CH2:16][CH2:17][N:18]3[CH2:23][CH2:22][O:21][CH2:20][CH2:19]3)[CH:10]=2)[CH2:32][CH2:31]1. The yield is 0.940.